This data is from Full USPTO retrosynthesis dataset with 1.9M reactions from patents (1976-2016). The task is: Predict the reactants needed to synthesize the given product. Given the product [F:42][C:2]([F:1])([F:41])[C:3]1[CH:4]=[CH:5][C:6]([C:9]2[NH:13][C:12]([N:22]3[CH2:23][CH2:24][N:25]([C:28]4[C:33]([C:34]([F:37])([F:36])[F:35])=[CH:32][CH:31]=[CH:30][N:29]=4)[CH2:26][CH2:27]3)=[N:11][C:10]=2[C:38]([OH:40])=[O:39])=[CH:7][CH:8]=1, predict the reactants needed to synthesize it. The reactants are: [F:1][C:2]([F:42])([F:41])[C:3]1[CH:8]=[CH:7][C:6]([C:9]2[N:13](COCC[Si](C)(C)C)[C:12]([N:22]3[CH2:27][CH2:26][N:25]([C:28]4[C:33]([C:34]([F:37])([F:36])[F:35])=[CH:32][CH:31]=[CH:30][N:29]=4)[CH2:24][CH2:23]3)=[N:11][C:10]=2[C:38]([OH:40])=[O:39])=[CH:5][CH:4]=1.